Dataset: Forward reaction prediction with 1.9M reactions from USPTO patents (1976-2016). Task: Predict the product of the given reaction. (1) Given the reactants [C:1]([C:3]1[C:4]([C:9]2[CH:14]=[CH:13][CH:12]=[CH:11][CH:10]=2)=[N:5][O:6][C:7]=1[CH3:8])#[CH:2].Br[C:16]1[S:17][CH:18]=[C:19]([C:21]([O:23][CH3:24])=[O:22])[N:20]=1, predict the reaction product. The product is: [CH3:24][O:23][C:21]([C:19]1[N:20]=[C:16]([C:2]#[C:1][C:3]2[C:4]([C:9]3[CH:14]=[CH:13][CH:12]=[CH:11][CH:10]=3)=[N:5][O:6][C:7]=2[CH3:8])[S:17][CH:18]=1)=[O:22]. (2) Given the reactants C([O:8][C:9]1[CH:10]=[C:11]([CH:29]=[C:30]([O:32]CC2C=CC=CC=2)[CH:31]=1)[O:12][CH2:13][C@@H:14]1[C@:23]2([CH3:24])[C@H:18]([C:19]([CH3:26])([CH3:25])[CH2:20][CH2:21][CH2:22]2)[CH2:17][CH2:16][C@@:15]1([CH3:28])[OH:27])C1C=CC=CC=1.C([O-])=O.[NH4+], predict the reaction product. The product is: [OH:27][C@:15]1([CH3:28])[CH2:16][CH2:17][C@@H:18]2[C@:23]([CH3:24])([CH2:22][CH2:21][CH2:20][C:19]2([CH3:25])[CH3:26])[C@H:14]1[CH2:13][O:12][C:11]1[CH:29]=[C:30]([OH:32])[CH:31]=[C:9]([OH:8])[CH:10]=1. (3) Given the reactants Cl.[CH2:2]([NH:6][CH2:7][C@@H:8]([C@H:10]([C@@H:12]([C@@H:14]([CH2:16][OH:17])[OH:15])[OH:13])[OH:11])[OH:9])[CH2:3][CH2:4][CH3:5].C(NC[C@@H]([C@H]([C@@H]([C@@H](CO)O)O)O)O)CCC, predict the reaction product. The product is: [CH2:2]([NH:6][CH2:7][C@@H:8]1[O:9][C@:14]([OH:15])([CH2:16][OH:17])[C@@H:12]([OH:13])[C@@H:10]1[OH:11])[CH2:3][CH2:4][CH3:5]. (4) Given the reactants Cl[CH2:2][C:3]([C:5]1[CH:14]=[CH:13][C:8]2[NH:9][C:10](=[O:12])[NH:11][C:7]=2[CH:6]=1)=[O:4].[N-:15]=[N+:16]=[N-:17].[Na+], predict the reaction product. The product is: [N:15]([CH2:2][C:3]([C:5]1[CH:14]=[CH:13][C:8]2[NH:9][C:10](=[O:12])[NH:11][C:7]=2[CH:6]=1)=[O:4])=[N+:16]=[N-:17]. (5) Given the reactants [Cl:1][C:2]1[CH:9]=[CH:8][C:5]([CH2:6]Cl)=[CH:4][CH:3]=1.[C:10]([N:12]=[C:13]([N:22]1[CH2:27][CH2:26][NH:25][CH:24]([C:28]2[CH:33]=[CH:32][CH:31]=[CH:30][CH:29]=2)[CH2:23]1)[NH:14][C:15]1[CH:20]=[CH:19][CH:18]=[CH:17][C:16]=1[CH3:21])#[N:11].C(N(CC)CC)C, predict the reaction product. The product is: [Cl:1][C:2]1[CH:9]=[CH:8][C:5]([CH2:6][N:25]2[CH2:26][CH2:27][N:22]([C:13](=[N:12][C:10]#[N:11])[NH:14][C:15]3[CH:20]=[CH:19][CH:18]=[CH:17][C:16]=3[CH3:21])[CH2:23][CH:24]2[C:28]2[CH:33]=[CH:32][CH:31]=[CH:30][CH:29]=2)=[CH:4][CH:3]=1. (6) Given the reactants Br[C:2]([CH3:25])([CH3:24])[C:3]([NH:5][C:6](=[O:23])[NH:7][C:8]1[S:9][C:10]2[CH2:16][CH2:15][O:14][C:13]3[CH:17]=[C:18]([Br:21])[CH:19]=[CH:20][C:12]=3[C:11]=2[N:22]=1)=[O:4].C(=O)([O-])[O-], predict the reaction product. The product is: [Br:21][C:18]1[CH:19]=[CH:20][C:12]2[C:11]3[N:22]=[C:8]([N:7]4[C:2]([CH3:25])([CH3:24])[C:3](=[O:4])[NH:5][C:6]4=[O:23])[S:9][C:10]=3[CH2:16][CH2:15][O:14][C:13]=2[CH:17]=1. (7) Given the reactants [F:1][C:2]1[CH:7]=[CH:6][C:5]([C:8]2[CH:13]=[CH:12][N:11]=[CH:10][C:9]=2/[CH:14]=[CH:15]/[C:16]([OH:18])=O)=[CH:4][CH:3]=1.[CH3:19][C:20]1[O:24][C:23]([CH2:25][CH2:26][C:27]2[CH:33]=[CH:32][C:30]([NH2:31])=[CH:29][CH:28]=2)=[N:22][N:21]=1.O.ON1C2C=CC=CC=2N=N1.Cl.C(N=C=NCCCN(C)C)C, predict the reaction product. The product is: [F:1][C:2]1[CH:3]=[CH:4][C:5]([C:8]2[CH:13]=[CH:12][N:11]=[CH:10][C:9]=2/[CH:14]=[CH:15]/[C:16]([NH:31][C:30]2[CH:32]=[CH:33][C:27]([CH2:26][CH2:25][C:23]3[O:24][C:20]([CH3:19])=[N:21][N:22]=3)=[CH:28][CH:29]=2)=[O:18])=[CH:6][CH:7]=1.